From a dataset of Peptide-MHC class II binding affinity with 134,281 pairs from IEDB. Regression. Given a peptide amino acid sequence and an MHC pseudo amino acid sequence, predict their binding affinity value. This is MHC class II binding data. (1) The peptide sequence is GDGKISLSELTDALR. The MHC is HLA-DQA10201-DQB10202 with pseudo-sequence HLA-DQA10201-DQB10202. The binding affinity (normalized) is 0.531. (2) The peptide sequence is KLIEKINAGFKAALAAAAGV. The MHC is DRB1_0301 with pseudo-sequence DRB1_0301. The binding affinity (normalized) is 0.419.